From a dataset of Catalyst prediction with 721,799 reactions and 888 catalyst types from USPTO. Predict which catalyst facilitates the given reaction. (1) Reactant: C([O:4][CH:5]1[C:9]2=[N:10][CH:11]=[C:12]([NH:37][C:38]([C:40]3[CH:45]=[CH:44][C:43]([F:46])=[C:42]([C:47]4[C:52]([F:53])=[CH:51][C:50]([CH2:54][O:55][CH3:56])=[CH:49][C:48]=4[F:57])[N:41]=3)=[O:39])[C:13]([N:14]3[CH2:19][C@H:18]([CH3:20])[C@@H:17]([O:21][Si:22]([C:25]([CH3:28])([CH3:27])[CH3:26])([CH3:24])[CH3:23])[C@H:16]([NH:29][C:30]([O:32][C:33]([CH3:36])([CH3:35])[CH3:34])=[O:31])[CH2:15]3)=[C:8]2[CH2:7][CH2:6]1)(=O)C.C1COCC1.[OH-].[Na+]. Product: [Si:22]([O:21][C@@H:17]1[C@@H:18]([CH3:20])[CH2:19][N:14]([C:13]2[C:12]([NH:37][C:38]([C:40]3[CH:45]=[CH:44][C:43]([F:46])=[C:42]([C:47]4[C:52]([F:53])=[CH:51][C:50]([CH2:54][O:55][CH3:56])=[CH:49][C:48]=4[F:57])[N:41]=3)=[O:39])=[CH:11][N:10]=[C:9]3[CH:5]([OH:4])[CH2:6][CH2:7][C:8]=23)[CH2:15][C@H:16]1[NH:29][C:30](=[O:31])[O:32][C:33]([CH3:36])([CH3:35])[CH3:34])([C:25]([CH3:28])([CH3:26])[CH3:27])([CH3:24])[CH3:23]. The catalyst class is: 5. (2) Reactant: [CH:1]([NH:4][C:5]1[S:6][CH:7]=[C:8]([C:10]2[CH:19]=[C:18]([O:20][CH:21]3[CH2:39][CH:38]4[N:23]([C:24](=[O:44])[CH2:25][CH2:26][CH2:27][CH2:28][CH2:29][CH2:30][CH:31]=[CH:32][CH:33]5[C:35]([C:41](O)=[O:42])([NH:36][C:37]4=[O:40])[CH2:34]5)[CH2:22]3)[C:17]3[C:12](=[CH:13][C:14]([O:45][CH3:46])=[CH:15][CH:16]=3)[N:11]=2)[N:9]=1)([CH3:3])[CH3:2].C(N1C=CN=C1)(N1C=CN=C1)=O.[CH:59]1([S:62]([NH2:65])(=[O:64])=[O:63])[CH2:61][CH2:60]1.C1CCN2C(=NCCC2)CC1. Product: [CH:1]([NH:4][C:5]1[S:6][CH:7]=[C:8]([C:10]2[CH:19]=[C:18]([O:20][CH:21]3[CH2:39][CH:38]4[N:23]([C:24](=[O:44])[CH2:25][CH2:26][CH2:27][CH2:28][CH2:29][CH2:30][CH:31]=[CH:32][CH:33]5[C:35]([C:41]([NH:65][S:62]([CH:59]6[CH2:61][CH2:60]6)(=[O:64])=[O:63])=[O:42])([NH:36][C:37]4=[O:40])[CH2:34]5)[CH2:22]3)[C:17]3[C:12](=[CH:13][C:14]([O:45][CH3:46])=[CH:15][CH:16]=3)[N:11]=2)[N:9]=1)([CH3:3])[CH3:2]. The catalyst class is: 1. (3) Reactant: [F:1][C:2]([F:22])([F:21])[C:3]1[CH:8]=[CH:7][C:6]([C:9]2[N:14]=[C:13]([CH:15]([OH:20])[CH2:16][CH2:17][CH2:18][CH3:19])[CH:12]=[CH:11][CH:10]=2)=[CH:5][CH:4]=1.O[C:24]1[CH:29]=[CH:28][C:27]([CH2:30][CH2:31][C:32]([O:34][CH2:35][CH3:36])=[O:33])=[CH:26][CH:25]=1.P(CCCC)(CCCC)CCCC. Product: [F:22][C:2]([F:21])([F:1])[C:3]1[CH:4]=[CH:5][C:6]([C:9]2[N:14]=[C:13]([CH:15]([O:20][C:24]3[CH:29]=[CH:28][C:27]([CH2:30][CH2:31][C:32]([O:34][CH2:35][CH3:36])=[O:33])=[CH:26][CH:25]=3)[CH2:16][CH2:17][CH2:18][CH3:19])[CH:12]=[CH:11][CH:10]=2)=[CH:7][CH:8]=1. The catalyst class is: 1.